Dataset: Reaction yield outcomes from USPTO patents with 853,638 reactions. Task: Predict the reaction yield, written as a fraction of the theoretical maximum amount of product (1.0 means a 100% yield; for example, 0.34 means a 34% yield). (1) The reactants are [C:1]1([CH:7]2[C:15]3[O:14][C:13](=O)[NH:12][C:11](=[O:17])[C:10]=3[CH2:9][CH2:8]2)[CH:6]=[CH:5][CH:4]=[CH:3][CH:2]=1.O.[NH3:19]. No catalyst specified. The product is [C:1]1([CH:7]2[C:15]3[NH:19][C:13](=[O:14])[NH:12][C:11](=[O:17])[C:10]=3[CH2:9][CH2:8]2)[CH:6]=[CH:5][CH:4]=[CH:3][CH:2]=1. The yield is 1.00. (2) The reactants are [H-].[Na+].[O:3]1[CH2:8][CH2:7][N:6]([CH2:9][CH2:10][OH:11])[CH2:5][CH2:4]1.F[C:13]1[CH:18]=[CH:17][C:16]([I:19])=[CH:15][N:14]=1. The catalyst is C1COCC1.O. The product is [I:19][C:16]1[CH:17]=[CH:18][C:13]([O:11][CH2:10][CH2:9][N:6]2[CH2:7][CH2:8][O:3][CH2:4][CH2:5]2)=[N:14][CH:15]=1. The yield is 0.600. (3) The product is [F:37][C:36]([F:39])([F:38])[C:34]([OH:40])=[O:35].[NH2:8][CH2:9][CH2:10][CH2:11][O:12][C:13]1[CH:22]=[C:21]2[C:16]([C:17]([NH:23][C:24]3[CH:29]=[CH:28][C:27]([Cl:30])=[CH:26][C:25]=3[F:31])=[N:18][CH:19]=[N:20]2)=[CH:15][C:14]=1[O:32][CH3:33]. The yield is 0.940. No catalyst specified. The reactants are C(OC([NH:8][CH2:9][CH2:10][CH2:11][O:12][C:13]1[CH:22]=[C:21]2[C:16]([C:17]([NH:23][C:24]3[CH:29]=[CH:28][C:27]([Cl:30])=[CH:26][C:25]=3[F:31])=[N:18][CH:19]=[N:20]2)=[CH:15][C:14]=1[O:32][CH3:33])=O)(C)(C)C.[C:34]([OH:40])([C:36]([F:39])([F:38])[F:37])=[O:35].